From a dataset of Forward reaction prediction with 1.9M reactions from USPTO patents (1976-2016). Predict the product of the given reaction. (1) Given the reactants [Cl:1][C:2]1[N:3]=[CH:4][C:5]2[C:9](Cl)([N:10]=1)[N:8]=[CH:7][N:6]=2.[CH3:12][C:13]1[NH:17][N:16]=[C:15]([NH2:18])[CH:14]=1, predict the reaction product. The product is: [Cl:1][C:2]1[N:3]=[CH:4][C:5]2[C:9]([NH:18][C:15]3[CH:14]=[C:13]([CH3:12])[NH:17][N:16]=3)([N:10]=1)[N:8]=[CH:7][N:6]=2. (2) The product is: [CH3:24][O:23][C:15]1[CH:16]=[C:17]([N+:20]([O-:22])=[O:21])[CH:18]=[CH:19][C:14]=1[O:4][CH2:3][C:2]([N:6]1[CH2:10][CH2:9][CH2:8][CH2:7]1)([CH3:5])[CH3:1]. Given the reactants [CH3:1][C:2]([N:6]1[CH2:10][CH2:9][CH2:8][CH2:7]1)([CH3:5])[CH2:3][OH:4].[H-].[Na+].Cl[C:14]1[CH:19]=[CH:18][C:17]([N+:20]([O-:22])=[O:21])=[CH:16][C:15]=1[O:23][CH3:24], predict the reaction product. (3) The product is: [Cl:17][C:4]1[S:3][C:2]([NH:1][C:24](=[O:30])[N:49]([CH2:48][CH2:47][CH:46]([C:58]2[CH:63]=[CH:62][CH:61]=[CH:60][CH:59]=2)[C:40]2[CH:41]=[CH:42][CH:43]=[CH:44][CH:45]=2)[CH2:50][CH2:51][CH:52]2[CH2:57][CH2:56][O:55][CH2:54][CH2:53]2)=[N:6][C:5]=1[C:7]1[CH:8]=[CH:9][C:10]([S:13]([NH2:16])(=[O:15])=[O:14])=[CH:11][CH:12]=1. Given the reactants [NH2:1][C:2]1[S:3][C:4]([Cl:17])=[C:5]([C:7]2[CH:12]=[CH:11][C:10]([S:13]([NH2:16])(=[O:15])=[O:14])=[CH:9][CH:8]=2)[N:6]=1.N1C=CC=CC=1.[C:24]1([O:30]C(Cl)=O)C=CC=CC=1.CN1CCCC1.[C:40]1([CH:46]([C:58]2[CH:63]=[CH:62][CH:61]=[CH:60][CH:59]=2)[CH2:47][CH2:48][NH:49][CH2:50][CH2:51][CH:52]2[CH2:57][CH2:56][O:55][CH2:54][CH2:53]2)[CH:45]=[CH:44][CH:43]=[CH:42][CH:41]=1, predict the reaction product. (4) The product is: [CH2:1]([O:8][CH2:9][C@H:10]1[C@@H:14]([O:15][Si:16]([C:19]([CH3:21])([CH3:20])[CH3:22])([CH3:18])[CH3:17])[CH2:13][C@@H:12]([OH:23])[CH2:11]1)[C:2]1[CH:7]=[CH:6][CH:5]=[CH:4][CH:3]=1. Given the reactants [CH2:1]([O:8][CH2:9][C:10]1[C@@H:14]([O:15][Si:16]([C:19]([CH3:22])([CH3:21])[CH3:20])([CH3:18])[CH3:17])[CH2:13][C@@H:12]([OH:23])[CH:11]=1)[C:2]1[CH:7]=[CH:6][CH:5]=[CH:4][CH:3]=1.C(=O)([O-])[O-].[Na+].[Na+].CCOC(C)=O, predict the reaction product. (5) Given the reactants [C:1]([C:3]1[C:8](=O)[NH:7][C:6]([CH3:10])=[C:5]([C:11]([O:13][CH:14]([CH3:16])[CH3:15])=[O:12])[CH:4]=1)#[N:2].O=P(Cl)(Cl)[Cl:19], predict the reaction product. The product is: [Cl:19][C:8]1[C:3]([C:1]#[N:2])=[CH:4][C:5]([C:11]([O:13][CH:14]([CH3:16])[CH3:15])=[O:12])=[C:6]([CH3:10])[N:7]=1. (6) Given the reactants C(OC(N1CCC(CO)C1)=O)(C)(C)C.[C:15]([O:19][C:20]([N:22]1[CH2:27][CH2:26]C[CH:24]([CH2:28][O:29][C:30]2[CH:35]=[CH:34][CH:33]=[CH:32][C:31]=2[Cl:36])[CH2:23]1)=[O:21])([CH3:18])([CH3:17])[CH3:16], predict the reaction product. The product is: [C:15]([O:19][C:20]([N:22]1[CH2:27][CH2:26][CH:24]([CH2:28][O:29][C:30]2[CH:35]=[CH:34][CH:33]=[CH:32][C:31]=2[Cl:36])[CH2:23]1)=[O:21])([CH3:16])([CH3:17])[CH3:18]. (7) Given the reactants Br[C:2]1[CH:10]=[C:9]2[C:5]([CH:6]=[N:7][N:8]2S(C2C=CC(C)=CC=2)(=O)=O)=[C:4]([CH2:21][O:22][C:23]2[CH:28]=[CH:27][CH:26]=[CH:25][C:24]=2[CH2:29][C:30]([O:32]C(C)(C)C)=[O:31])[CH:3]=1.Cl.[NH2:38][CH2:39][C:40]1[CH:41]=[C:42](B(O)O)[CH:43]=[CH:44][CH:45]=1, predict the reaction product. The product is: [NH2:38][CH2:39][C:40]1[CH:45]=[C:44]([C:2]2[CH:10]=[C:9]3[C:5]([CH:6]=[N:7][NH:8]3)=[C:4]([CH2:21][O:22][C:23]3[CH:28]=[CH:27][CH:26]=[CH:25][C:24]=3[CH2:29][C:30]([OH:32])=[O:31])[CH:3]=2)[CH:43]=[CH:42][CH:41]=1. (8) Given the reactants [CH3:1][O:2][C:3]1[C:4]([OH:21])=[CH:5][C:6]([OH:20])=[C:7]2[C:12](=[O:13])[CH:11]=[C:10]([C:14]3[CH:15]=[CH:16][CH:17]=[CH:18][CH:19]=3)[O:9][C:8]=12.[CH2:22]=O.[CH3:24][NH:25][CH3:26], predict the reaction product. The product is: [CH3:24][N:25]([CH2:22][C:5]1[C:6]([OH:20])=[C:7]2[C:8](=[C:3]([O:2][CH3:1])[C:4]=1[OH:21])[O:9][C:10]([C:14]1[CH:19]=[CH:18][CH:17]=[CH:16][CH:15]=1)=[CH:11][C:12]2=[O:13])[CH3:26]. (9) Given the reactants [O:1]1[CH:5]=[CH:4][CH:3]=[C:2]1[CH2:6][N:7]([CH2:12][C:13]([CH3:15])=[CH2:14])[S:8]([CH3:11])(=[O:10])=[O:9].ClC1C=CC=C(C(OO)=[O:24])C=1, predict the reaction product. The product is: [O:1]1[CH:5]=[CH:4][CH:3]=[C:2]1[CH2:6][N:7]([CH2:12][C:13]1([CH3:15])[CH2:14][O:24]1)[S:8]([CH3:11])(=[O:10])=[O:9].